This data is from Full USPTO retrosynthesis dataset with 1.9M reactions from patents (1976-2016). The task is: Predict the reactants needed to synthesize the given product. Given the product [Br:1][C:2]1[CH:3]=[C:4]([NH:8][C@H:9]([C:12]2[CH:17]=[CH:16][CH:15]=[CH:14][CH:13]=2)[CH2:10][NH:11][C:19](=[O:20])[CH2:18][OH:21])[CH:5]=[N:6][CH:7]=1, predict the reactants needed to synthesize it. The reactants are: [Br:1][C:2]1[CH:3]=[C:4]([NH:8][C@H:9]([C:12]2[CH:17]=[CH:16][CH:15]=[CH:14][CH:13]=2)[CH2:10][NH2:11])[CH:5]=[N:6][CH:7]=1.[C:18](O)(=[O:21])[CH2:19][OH:20].CN(C(ON1N=NC2C=CC=NC1=2)=[N+](C)C)C.F[P-](F)(F)(F)(F)F.O.